This data is from Forward reaction prediction with 1.9M reactions from USPTO patents (1976-2016). The task is: Predict the product of the given reaction. (1) Given the reactants Cl[C:2]1[N:7]=[C:6]([NH:8][CH2:9][CH2:10][C:11]([NH:13][CH3:14])=[O:12])[C:5]([Cl:15])=[CH:4][N:3]=1.[CH2:16]([N:18]1[CH2:24][CH2:23][C:22]2[CH:25]=[C:26]([NH2:29])[CH:27]=[CH:28][C:21]=2[CH2:20][CH2:19]1)[CH3:17].Cl.O1CCOCC1, predict the reaction product. The product is: [Cl:15][C:5]1[C:6]([NH:8][CH2:9][CH2:10][C:11]([NH:13][CH3:14])=[O:12])=[N:7][C:2]([NH:29][C:26]2[CH:27]=[CH:28][C:21]3[CH2:20][CH2:19][N:18]([CH2:16][CH3:17])[CH2:24][CH2:23][C:22]=3[CH:25]=2)=[N:3][CH:4]=1. (2) The product is: [F:1][C:2]1[CH:25]=[C:24]([S:26]([CH3:29])(=[O:28])=[O:27])[C:23]([F:30])=[CH:22][C:3]=1[O:4][C@H:5]1[CH2:10][CH2:9][CH2:8][N:7]([CH:11]2[CH2:16][CH2:15][N:14]([C:17]3[N:18]=[C:40]([C:39]([F:43])([F:38])[CH3:31])[O:20][N:19]=3)[CH2:13][CH2:12]2)[C:6]1=[O:21]. Given the reactants [F:1][C:2]1[CH:25]=[C:24]([S:26]([CH3:29])(=[O:28])=[O:27])[C:23]([F:30])=[CH:22][C:3]=1[O:4][C@H:5]1[CH2:10][CH2:9][CH2:8][N:7]([CH:11]2[CH2:16][CH2:15][N:14](/[C:17](=[N:19]/[OH:20])/[NH2:18])[CH2:13][CH2:12]2)[C:6]1=[O:21].[CH2:31](N(CC)CC)C.[F:38][CH:39]([F:43])[C:40](Cl)=O, predict the reaction product. (3) Given the reactants [CH3:1][C:2]([CH3:15])([CH3:14])[CH2:3][C:4]([C:6]1[CH:13]=[CH:12][C:9]([CH:10]=[O:11])=[CH:8][CH:7]=1)=[O:5].[CH3:16][Mg]Br.O, predict the reaction product. The product is: [OH:11][CH:10]([C:9]1[CH:8]=[CH:7][C:6]([C:4](=[O:5])[CH2:3][C:2]([CH3:15])([CH3:14])[CH3:1])=[CH:13][CH:12]=1)[CH3:16].